Dataset: Forward reaction prediction with 1.9M reactions from USPTO patents (1976-2016). Task: Predict the product of the given reaction. (1) Given the reactants Cl[C:2]1[C:11]2[C:6](=[CH:7][CH:8]=[CH:9][CH:10]=2)[CH:5]=[C:4]([NH:12][C:13]2[CH:17]=[CH:16][NH:15][N:14]=2)[N:3]=1.[F:18][C:19]1[CH:20]=[C:21](B(O)O)[CH:22]=[CH:23][CH:24]=1, predict the reaction product. The product is: [F:18][C:19]1[CH:24]=[C:23]([C:2]2[C:11]3[C:6](=[CH:7][CH:8]=[CH:9][CH:10]=3)[CH:5]=[C:4]([NH:12][C:13]3[CH:17]=[CH:16][NH:15][N:14]=3)[N:3]=2)[CH:22]=[CH:21][CH:20]=1. (2) Given the reactants ClC1C=CC(C2[S:9][C:10]3[CH:16]=[C:15]([C:17]([OH:19])=[O:18])[CH:14]=[CH:13][C:11]=3[N:12]=2)=C(O)C=1.[NH2:21][C:22]1[C:23]([CH:28]=O)=[N:24][CH:25]=[CH:26][N:27]=1.NC1C=CC(C(O)=O)=CC=1S, predict the reaction product. The product is: [NH2:21][C:22]1[C:23]([C:28]2[S:9][C:10]3[CH:16]=[C:15]([C:17]([OH:19])=[O:18])[CH:14]=[CH:13][C:11]=3[N:12]=2)=[N:24][CH:25]=[CH:26][N:27]=1. (3) Given the reactants [NH:1]1[CH2:8][CH2:7][CH2:6][C@H:2]1[C:3]([OH:5])=[O:4].[C:9]1([S:15](Cl)(=[O:17])=[O:16])[CH:14]=[CH:13][CH:12]=[CH:11][CH:10]=1.Cl, predict the reaction product. The product is: [C:9]1([S:15]([N:1]2[CH2:8][CH2:7][CH2:6][C@H:2]2[C:3]([OH:5])=[O:4])(=[O:17])=[O:16])[CH:14]=[CH:13][CH:12]=[CH:11][CH:10]=1. (4) Given the reactants [CH3:1][N:2]([CH3:14])[C:3]1[CH:13]=[CH:12][C:6]([C:7]([O:9]CC)=O)=[CH:5][CH:4]=1.[CH2:15]([CH2:17][NH2:18])[OH:16].C[O-].[Na+], predict the reaction product. The product is: [CH3:14][N:2]([CH3:1])[C:3]1[CH:4]=[CH:5][C:6]([C:7]([NH:18][CH2:17][CH2:15][OH:16])=[O:9])=[CH:12][CH:13]=1. (5) Given the reactants [CH3:1][N:2]1[C:6]([C:7]2[C:8](=[O:13])[CH2:9][CH2:10][CH2:11][CH:12]=2)=[CH:5][N:4]=[CH:3]1.[BH4-].[Na+].[Cl-].[NH4+], predict the reaction product. The product is: [CH3:1][N:2]1[C:6]([CH:7]2[CH2:12][CH2:11][CH2:10][CH2:9][CH:8]2[OH:13])=[CH:5][N:4]=[CH:3]1. (6) Given the reactants C1(S([N:10]2[CH:14]=[C:13]([C:15]#[C:16][CH2:17][CH2:18][CH2:19][C:20]3[CH:25]=[CH:24][CH:23]=[CH:22][CH:21]=3)[C:12]([C:26]3[CH:27]=[N:28][CH:29]=[CH:30][CH:31]=3)=[N:11]2)(=O)=O)C=CC=CC=1.C1(S(N2C=C(C#CCCCC)C(C3C=NC=CC=3)=N2)(=O)=O)C=CC=CC=1.C(C1C(C2CN(C)CCC=2)=NNC=1)#CCCCC, predict the reaction product. The product is: [C:20]1([CH2:19][CH2:18][CH2:17][C:16]#[C:15][C:13]2[C:12]([C:26]3[CH:27]=[N:28][CH:29]=[CH:30][CH:31]=3)=[N:11][NH:10][CH:14]=2)[CH:25]=[CH:24][CH:23]=[CH:22][CH:21]=1. (7) Given the reactants [Cl:1][C:2]1[C:7]([N:8]2[CH2:13][CH2:12][C:11]3([C:17]4[CH:18]=[CH:19][CH:20]=[CH:21][C:16]=4[O:15][C:14]3=[O:22])[CH2:10][CH2:9]2)=[CH:6][N:5]=[N:4][C:3]=1[NH:23][NH:24][C:25](=O)[CH2:26][CH:27]1[CH2:29][CH2:28]1.P(Cl)(Cl)(Cl)=O, predict the reaction product. The product is: [C:14]([O-:22])(=[O:15])[CH3:11].[NH4+:4].[Cl:1][C:2]1[C:3]2[N:4]([C:25]([CH2:26][CH:27]3[CH2:29][CH2:28]3)=[N:24][N:23]=2)[N:5]=[CH:6][C:7]=1[N:8]1[CH2:9][CH2:10][C:11]2([C:17]3[CH:18]=[CH:19][CH:20]=[CH:21][C:16]=3[O:15][C:14]2=[O:22])[CH2:12][CH2:13]1.